This data is from NCI-60 drug combinations with 297,098 pairs across 59 cell lines. The task is: Regression. Given two drug SMILES strings and cell line genomic features, predict the synergy score measuring deviation from expected non-interaction effect. (1) Drug 1: CC1=C(C=C(C=C1)C(=O)NC2=CC(=CC(=C2)C(F)(F)F)N3C=C(N=C3)C)NC4=NC=CC(=N4)C5=CN=CC=C5. Drug 2: C1CN1C2=NC(=NC(=N2)N3CC3)N4CC4. Cell line: LOX IMVI. Synergy scores: CSS=33.3, Synergy_ZIP=0.364, Synergy_Bliss=-1.55, Synergy_Loewe=-8.76, Synergy_HSA=-1.34. (2) Drug 1: C1=CC(=CC=C1CCC2=CNC3=C2C(=O)NC(=N3)N)C(=O)NC(CCC(=O)O)C(=O)O. Drug 2: C1CC(C1)(C(=O)O)C(=O)O.[NH2-].[NH2-].[Pt+2]. Cell line: 786-0. Synergy scores: CSS=49.7, Synergy_ZIP=-10.9, Synergy_Bliss=-9.05, Synergy_Loewe=-6.09, Synergy_HSA=-5.01.